From a dataset of TCR-epitope binding with 47,182 pairs between 192 epitopes and 23,139 TCRs. Binary Classification. Given a T-cell receptor sequence (or CDR3 region) and an epitope sequence, predict whether binding occurs between them. (1) The epitope is NYSGVVTTVMF. The TCR CDR3 sequence is CASSITDNTEAFF. Result: 1 (the TCR binds to the epitope). (2) The epitope is FLRGRAYGL. The TCR CDR3 sequence is CASSLISGFAYEQYF. Result: 0 (the TCR does not bind to the epitope).